Predict the product of the given reaction. From a dataset of Forward reaction prediction with 1.9M reactions from USPTO patents (1976-2016). (1) The product is: [CH3:33][S:34]([N:23]1[CH2:22][CH2:21][CH:20]([C:17]2[CH:18]=[CH:19][C:14]([C:11]3[CH:10]=[CH:9][C:8]([CH:6]([N:1]4[CH2:5][CH2:4][CH2:3][CH2:2]4)[CH3:7])=[CH:13][CH:12]=3)=[CH:15][CH:16]=2)[CH2:25][CH2:24]1)(=[O:36])=[O:35]. Given the reactants [N:1]1([CH:6]([C:8]2[CH:13]=[CH:12][C:11]([C:14]3[CH:19]=[CH:18][C:17]([CH:20]4[CH2:25][CH2:24][NH:23][CH2:22][CH2:21]4)=[CH:16][CH:15]=3)=[CH:10][CH:9]=2)[CH3:7])[CH2:5][CH2:4][CH2:3][CH2:2]1.C(N(CC)CC)C.[CH3:33][S:34](Cl)(=[O:36])=[O:35], predict the reaction product. (2) Given the reactants [CH3:1][C:2]([CH3:33])([CH3:32])[C:3](=[O:31])[CH2:4][O:5][C:6]1[CH:11]=[CH:10][C:9]([C:12]([C:17]2[CH:18]=[C:19]([CH3:29])[C:20]3[O:24][C:23]([C:25](O)=[O:26])=[CH:22][C:21]=3[CH:28]=2)([CH2:15][CH3:16])[CH2:13][CH3:14])=[CH:8][C:7]=1[CH3:30].C(Cl)CCl.Cl.C[O:40][C:41](=[O:44])[CH2:42][NH2:43], predict the reaction product. The product is: [CH3:33][C:2]([CH3:1])([CH3:32])[C:3](=[O:31])[CH2:4][O:5][C:6]1[CH:11]=[CH:10][C:9]([C:12]([C:17]2[CH:18]=[C:19]([CH3:29])[C:20]3[O:24][C:23]([C:25]([NH:43][CH2:42][C:41]([OH:40])=[O:44])=[O:26])=[CH:22][C:21]=3[CH:28]=2)([CH2:13][CH3:14])[CH2:15][CH3:16])=[CH:8][C:7]=1[CH3:30]. (3) Given the reactants [C:1]([O:9][CH2:10][CH3:11])(=[O:8])[CH2:2][C:3]([O:5][CH2:6][CH3:7])=[O:4].[H-].[Na+].[CH2:14]([O:21][C:22]1[CH:27]=[C:26]([N+:28]([O-:30])=[O:29])[C:25](Br)=[CH:24][C:23]=1[CH:32]1[CH2:36][CH2:35][CH2:34][CH2:33]1)[C:15]1[CH:20]=[CH:19][CH:18]=[CH:17][CH:16]=1, predict the reaction product. The product is: [CH2:14]([O:21][C:22]1[C:23]([CH:32]2[CH2:36][CH2:35][CH2:34][CH2:33]2)=[CH:24][C:25]([CH:2]([C:3]([O:5][CH2:6][CH3:7])=[O:4])[C:1]([O:9][CH2:10][CH3:11])=[O:8])=[C:26]([N+:28]([O-:30])=[O:29])[CH:27]=1)[C:15]1[CH:16]=[CH:17][CH:18]=[CH:19][CH:20]=1. (4) The product is: [CH2:1]([N:8]1[C:13](=[O:14])[C:12]([C:15]2[CH:20]=[CH:19][C:18]([F:21])=[CH:17][CH:16]=2)=[C:11]([OH:22])[CH:10]=[N:9]1)[C:2]1[CH:7]=[CH:6][CH:5]=[CH:4][CH:3]=1. Given the reactants [CH2:1]([N:8]1[C:13](=[O:14])[C:12]([C:15]2[CH:20]=[CH:19][C:18]([F:21])=[CH:17][CH:16]=2)=[C:11]([O:22]C)[CH:10]=[N:9]1)[C:2]1[CH:7]=[CH:6][CH:5]=[CH:4][CH:3]=1.Br.N, predict the reaction product. (5) Given the reactants [CH3:1][CH:2]([C:4]1[CH:5]=[CH:6][CH:7]=[C:8]([CH:11]([CH3:13])[CH3:12])[C:9]=1[OH:10])[CH3:3].[C:14](Cl)([Cl:16])=[O:15].CN(C)C1C=CC=CC=1, predict the reaction product. The product is: [CH:11]([C:8]1[CH:7]=[CH:6][CH:5]=[C:4]([CH:2]([CH3:1])[CH3:3])[C:9]=1[O:10][C:14]([Cl:16])=[O:15])([CH3:13])[CH3:12]. (6) Given the reactants Cl[C:2]1[N:7]=[CH:6][N:5]=[C:4]([NH:8][C:9]2[CH:10]=[C:11]([CH:22]=[CH:23][CH:24]=2)[CH2:12][S:13](=[N:16][C:17](=[O:21])[O:18][CH2:19][CH3:20])([CH3:15])=[O:14])[N:3]=1.[F:25][C:26]1[C:31]([F:32])=[CH:30][C:29](B(O)O)=[C:28]([O:36][CH3:37])[CH:27]=1, predict the reaction product. The product is: [F:25][C:26]1[C:31]([F:32])=[CH:30][C:29]([C:2]2[N:7]=[CH:6][N:5]=[C:4]([NH:8][C:9]3[CH:10]=[C:11]([CH:22]=[CH:23][CH:24]=3)[CH2:12][S:13](=[N:16][C:17](=[O:21])[O:18][CH2:19][CH3:20])([CH3:15])=[O:14])[N:3]=2)=[C:28]([O:36][CH3:37])[CH:27]=1.